Dataset: Drug-target binding data from BindingDB using IC50 measurements. Task: Regression. Given a target protein amino acid sequence and a drug SMILES string, predict the binding affinity score between them. We predict pIC50 (pIC50 = -log10(IC50 in M); higher means more potent). Dataset: bindingdb_ic50. (1) The small molecule is CN[C@@H](C)C(=O)NC(Cc1ccc(C#Cc2ccc(C(=O)NC3C[C@@H](C(=O)NC4CCCc5ccccc54)N(C(=O)[C@@H](NC(=O)[C@H](C)NC)C(C)(C)C)C3)cc2)cc1)C(=O)N1C[Si](C)(C)C[C@H]1C(=O)NC1CCCc2ccccc21. The target protein sequence is SGVSSDRNFPNSTNSPRNPAMAEYEARIVTFGTWTSSVNKEQLARAGFYALGEGDKVKCFHCGGGLTDWKPSEDPWEQHAKWYPGCKYLLDEKGQEYINNIHLTHSLEESLGRTAE. The pIC50 is 7.0. (2) The small molecule is CC(C)(C)NC(=N)NS(=O)(=O)c1cnccc1N[C@@H]1C[C@H]2CC[C@@H]1C2. The target protein (P32247) has sequence MAQRQPHSPNQTLISITNDTESSSSVVSNDNTNKGWSGDNSPGIEALCAIYITYAVIISVGILGNAILIKVFFKTKSMQTVPNIFITSLAFGDLLLLLTCVPVDATHYLAEGWLFGRIGCKVLSFIRLTSVGVSVFTLTILSADRYKAVVKPLERQPSNAILKTCVKAGCVWIVSMIFALPEAIFSNVYTFRDPNKNMTFESCTSYPVSKKLLQEIHSLLCFLVFYIIPLSIISVYYSLIARTLYKSTLNIPTEEQSHARKQIESRKRIARTVLVLVALFALCWLPNHLLYLYHSFTSQTYVDPSAMHFIFTIFSRVLAFSNSCVNPFALYWLSKSFQKHFKAQLFCCKAERPEPPVADTSLTTLAVMGTVPGTGSIQMSEISVTSFTGCSVKQAEDRF. The pIC50 is 5.0.